Dataset: Reaction yield outcomes from USPTO patents with 853,638 reactions. Task: Predict the reaction yield, written as a fraction of the theoretical maximum amount of product (1.0 means a 100% yield; for example, 0.34 means a 34% yield). (1) The reactants are [C:1]1([CH:7]2[CH2:12][N:11](C(OC(C)(C)C)=O)[CH2:10][CH2:9][N:8]2[C:20]([O:22][CH2:23][C:24]2[CH:29]=[CH:28][CH:27]=[CH:26][CH:25]=2)=[O:21])[CH:6]=[CH:5][CH:4]=[CH:3][CH:2]=1.FC(F)(F)C(O)=O. The catalyst is ClCCl. The product is [C:1]1([CH:7]2[CH2:12][NH:11][CH2:10][CH2:9][N:8]2[C:20]([O:22][CH2:23][C:24]2[CH:25]=[CH:26][CH:27]=[CH:28][CH:29]=2)=[O:21])[CH:2]=[CH:3][CH:4]=[CH:5][CH:6]=1. The yield is 0.940. (2) The product is [CH3:21][C:16]1([CH3:22])[C:17]([CH3:20])([CH3:19])[O:18][B:14]([C:5]2[CH:13]=[CH:12][CH:11]=[C:10]3[C:6]=2[CH:7]=[CH:8][NH:9]3)[O:15]1. The yield is 0.660. The catalyst is CS(C)=O. The reactants are C(Cl)Cl.Br[C:5]1[CH:13]=[CH:12][CH:11]=[C:10]2[C:6]=1[CH:7]=[CH:8][NH:9]2.[B:14]1([B:14]2[O:18][C:17]([CH3:20])([CH3:19])[C:16]([CH3:22])([CH3:21])[O:15]2)[O:18][C:17]([CH3:20])([CH3:19])[C:16]([CH3:22])([CH3:21])[O:15]1.C([O-])(=O)C.[K+]. (3) The reactants are [F:1][C:2]1[CH:3]=[C:4]([CH:12]=[C:13]([C:15]2([O:21][CH3:22])[CH2:20][CH2:19][O:18][CH2:17][CH2:16]2)[CH:14]=1)[O:5][CH2:6][C:7]([O:9]CC)=[O:8]. The catalyst is [Li+].[OH-].C(O)(=O)CC(CC(O)=O)(C(O)=O)O. The product is [F:1][C:2]1[CH:3]=[C:4]([CH:12]=[C:13]([C:15]2([O:21][CH3:22])[CH2:20][CH2:19][O:18][CH2:17][CH2:16]2)[CH:14]=1)[O:5][CH2:6][C:7]([OH:9])=[O:8]. The yield is 0.950. (4) The reactants are CN1CCN(C2C=CC(NC3C4N(N=CN=4)C(C4C=C(C(N)=O)SC=4)=CN=3)=CC=2)CC1.[Br:32][C:33]1[N:38]2[N:39]=[CH:40][N:41]=[C:37]2[C:36](Br)=[N:35][CH:34]=1.[N:43]1([CH2:49][CH2:50][O:51][C:52]2[CH:57]=[CH:56][C:55]([NH2:58])=[CH:54][CH:53]=2)[CH2:48][CH2:47][O:46][CH2:45][CH2:44]1.C(N(CC)C(C)C)(C)C. The catalyst is CC(O)C. The product is [Br:32][C:33]1[N:38]2[N:39]=[CH:40][N:41]=[C:37]2[C:36]([NH:58][C:55]2[CH:56]=[CH:57][C:52]([O:51][CH2:50][CH2:49][N:43]3[CH2:44][CH2:45][O:46][CH2:47][CH2:48]3)=[CH:53][CH:54]=2)=[N:35][CH:34]=1. The yield is 0.860. (5) The reactants are [CH3:1][C:2]1[NH:6][C:5]2[C:7]([C:17]([O:19]C)=[O:18])=[CH:8][C:9]([N:11]3[CH2:16][CH2:15][O:14][CH2:13][CH2:12]3)=[CH:10][C:4]=2[N:3]=1.Br[CH:22]([C:24]1[CH:29]=[CH:28][CH:27]=[C:26]([Cl:30])[CH:25]=1)[CH3:23].C(=O)([O-])[O-].[K+].[K+].[OH-].[Li+]. The catalyst is CN(C)C=O.O1CCCC1.O. The product is [Cl:30][C:26]1[CH:25]=[C:24]([CH:22]([N:3]2[C:4]3[CH:10]=[C:9]([N:11]4[CH2:16][CH2:15][O:14][CH2:13][CH2:12]4)[CH:8]=[C:7]([C:17]([OH:19])=[O:18])[C:5]=3[N:6]=[C:2]2[CH3:1])[CH3:23])[CH:29]=[CH:28][CH:27]=1. The yield is 0.243. (6) The reactants are [CH2:1]([O:8][C:9]([N:11]([CH2:13][C:14]1[CH:19]=[C:18]([N+:20]([O-:22])=[O:21])[CH:17]=[CH:16][C:15]=1[CH2:23][C:24]([O:26][CH2:27][CH3:28])=[O:25])[CH3:12])=[O:10])[C:2]1[CH:7]=[CH:6][CH:5]=[CH:4][CH:3]=1.[Li+].CC([N-]C(C)C)C.FC(F)(F)S(O[CH2:43][CH:44]([F:46])[F:45])(=O)=O. The catalyst is C1COCC1. The product is [CH2:1]([O:8][C:9]([N:11]([CH2:13][C:14]1[CH:19]=[C:18]([N+:20]([O-:22])=[O:21])[CH:17]=[CH:16][C:15]=1[CH:23]([CH2:43][CH:44]([F:46])[F:45])[C:24]([O:26][CH2:27][CH3:28])=[O:25])[CH3:12])=[O:10])[C:2]1[CH:3]=[CH:4][CH:5]=[CH:6][CH:7]=1. The yield is 0.174. (7) The reactants are [S:1]1[C:9]2[CH2:8][CH2:7][N:6](C(OCC)=O)[CH2:5][C:4]=2[CH:3]=[C:2]1[C:15]([O:17]CC)=[O:16].[ClH:20]. The catalyst is [OH-].[K+]. The product is [ClH:20].[S:1]1[C:9]2[CH2:8][CH2:7][NH:6][CH2:5][C:4]=2[CH:3]=[C:2]1[C:15]([OH:17])=[O:16]. The yield is 0.300. (8) The reactants are Br[C:2]1[CH:3]=[N:4][C:5]([C:8]2[CH2:9][CH2:10][N:11]([C:14]([O:16][C:17]([CH3:20])([CH3:19])[CH3:18])=[O:15])[CH2:12][CH:13]=2)=[N:6][CH:7]=1.[F:21][C:22]1[CH:27]=[C:26]([C:28]([O:30][CH3:31])=[O:29])[C:25]([F:32])=[CH:24][C:23]=1[NH:33][S:34]([C:37]1[CH:42]=[CH:41][C:40](B(O)O)=[CH:39][CH:38]=1)(=[O:36])=[O:35].C(=O)([O-])[O-].[Na+].[Na+]. The catalyst is O1CCOCC1.O.C1C=CC(P(C2C=CC=CC=2)[C-]2C=CC=C2)=CC=1.C1C=CC(P(C2C=CC=CC=2)[C-]2C=CC=C2)=CC=1.Cl[Pd]Cl.[Fe+2]. The product is [F:21][C:22]1[CH:27]=[C:26]([C:28]([O:30][CH3:31])=[O:29])[C:25]([F:32])=[CH:24][C:23]=1[NH:33][S:34]([C:37]1[CH:42]=[CH:41][C:40]([C:2]2[CH:3]=[N:4][C:5]([C:8]3[CH2:9][CH2:10][N:11]([C:14]([O:16][C:17]([CH3:20])([CH3:19])[CH3:18])=[O:15])[CH2:12][CH:13]=3)=[N:6][CH:7]=2)=[CH:39][CH:38]=1)(=[O:36])=[O:35]. The yield is 0.290.